From a dataset of Experimentally validated miRNA-target interactions with 360,000+ pairs, plus equal number of negative samples. Binary Classification. Given a miRNA mature sequence and a target amino acid sequence, predict their likelihood of interaction. The miRNA is hsa-miR-590-3p with sequence UAAUUUUAUGUAUAAGCUAGU. The protein sequence of the target gene is MSRSVLQPSQQKLAEKLTILNDRGVGMLTRLYNIKKACGDPKAKPSYLIDKNLESAVKFIVRKFPAVETRNNNQQLAQLQKEKSEILKNLALYYFTFVDVMEFKDHVCELLNTIDVCQVFFDITVNFDLTKNYLDLIITYTTLMILLSRIEERKAIIGLYNYAHEMTHGASDREYPRLGQMIVDYENPLKKMMEEFVPHSKSLSDALISLQMVYPRRNLSADQWRNAQLLSLISAPSTMLNPAQSDTMPCEYLSLDAMEKWIIFGFILCHGILNTDATALNLWKLALQSSSCLSLFRDEV.... Result: 1 (interaction).